Dataset: Reaction yield outcomes from USPTO patents with 853,638 reactions. Task: Predict the reaction yield, written as a fraction of the theoretical maximum amount of product (1.0 means a 100% yield; for example, 0.34 means a 34% yield). (1) The reactants are [Cl:1][C:2]1[C:3]([F:30])=[C:4]([CH:28]=C)[C:5]([O:26][CH3:27])=[C:6]([CH:8]([NH:10][C:11]2[N:19]=[CH:18][N:17]=[C:16]3[C:12]=2[N:13]=[CH:14][N:15]3[CH:20]2[CH2:25][CH2:24][CH2:23][CH2:22][O:21]2)[CH3:9])[CH:7]=1.I([O-])(=O)(=O)=[O:32].[Na+]. The catalyst is C1COCC1.O.[Os](=O)(=O)(=O)=O. The product is [Cl:1][C:2]1[C:3]([F:30])=[C:4]([C:5]([O:26][CH3:27])=[C:6]([CH:8]([NH:10][C:11]2[N:19]=[CH:18][N:17]=[C:16]3[C:12]=2[N:13]=[CH:14][N:15]3[CH:20]2[CH2:25][CH2:24][CH2:23][CH2:22][O:21]2)[CH3:9])[CH:7]=1)[CH:28]=[O:32]. The yield is 0.200. (2) The reactants are [C:1]([CH2:3][NH:4][C:5]([CH:7]1[CH2:12][CH2:11][N:10]([C:13]2[N:14]=[N:15][C:16]([CH2:21][C:22]3[CH:27]=[CH:26][CH:25]=[CH:24][CH:23]=3)=[C:17]([CH3:20])[C:18]=2[CH3:19])[CH2:9][CH2:8]1)=O)#[N:2].C1(P(C2C=CC=CC=2)C2C=CC=CC=2)C=CC=CC=1.C(Cl)(Cl)(Cl)[Cl:48]. The catalyst is C(#N)C. The product is [CH2:21]([C:16]1[N:15]=[N:14][C:13]([N:10]2[CH2:11][CH2:12][CH:7]([C:5]3[NH:2][C:1]([Cl:48])=[CH:3][N:4]=3)[CH2:8][CH2:9]2)=[C:18]([CH3:19])[C:17]=1[CH3:20])[C:22]1[CH:27]=[CH:26][CH:25]=[CH:24][CH:23]=1. The yield is 0.560. (3) The reactants are [N+:1]([C:4]1[CH:5]=[C:6]([C:10]2[CH:14]=[C:13]([CH2:15][CH2:16][CH:17]=O)[O:12][N:11]=2)[CH:7]=[CH:8][CH:9]=1)([O-:3])=[O:2].[C:19]1([N:25]2[CH2:30][CH2:29][NH:28][CH2:27][CH2:26]2)[CH:24]=[CH:23][CH:22]=[CH:21][CH:20]=1.[BH-](OC(C)=O)(OC(C)=O)OC(C)=O.[Na+]. The catalyst is C(Cl)Cl.C(OCC)(=O)C. The product is [N+:1]([C:4]1[CH:5]=[C:6]([C:10]2[CH:14]=[C:13]([CH2:15][CH2:16][CH2:17][N:28]3[CH2:29][CH2:30][N:25]([C:19]4[CH:24]=[CH:23][CH:22]=[CH:21][CH:20]=4)[CH2:26][CH2:27]3)[O:12][N:11]=2)[CH:7]=[CH:8][CH:9]=1)([O-:3])=[O:2]. The yield is 0.568. (4) The reactants are [Cl:1][C:2]1[CH:7]=[C:6]([O:8][CH2:9][CH3:10])[CH:5]=[CH:4][N:3]=1.OS(O)(=O)=O.C1C(=O)N([Br:23])C(=O)C1. The catalyst is O. The product is [Br:23][C:5]1[C:6]([O:8][CH2:9][CH3:10])=[CH:7][C:2]([Cl:1])=[N:3][CH:4]=1. The yield is 0.320. (5) The reactants are [Cl:1][C:2]1[N:7]=[C:6]([C:8](N(OC)C)=[O:9])[CH:5]=[CH:4][N:3]=1.[CH3:14][Mg]Cl. The catalyst is C1COCC1.CCOC(C)=O. The product is [Cl:1][C:2]1[N:7]=[C:6]([C:8](=[O:9])[CH3:14])[CH:5]=[CH:4][N:3]=1. The yield is 0.770. (6) The reactants are ClC1C=CC=C(C(OO)=[O:9])C=1.[CH3:12][C:13]1[C:21]2[C:16](=[N:17][CH:18]=[CH:19][CH:20]=2)[S:15][N:14]=1.[OH-].[Na+]. The catalyst is C(O)(=O)C.ClCCl.O. The product is [CH3:12][C:13]1[C:21]2[C:16](=[N:17][CH:18]=[CH:19][CH:20]=2)[S:15][N+:14]=1[O-:9]. The yield is 0.620. (7) The reactants are [S:1]1[CH:5]=[C:4]([C:6]2[CH:11]=[CH:10][CH:9]=[CH:8][C:7]=2[OH:12])N=N1.Br[CH2:14][C:15]1[CH:20]=[CH:19][C:18]([B:21]2[O:25][C:24]([CH3:27])([CH3:26])[C:23]([CH3:29])([CH3:28])[O:22]2)=[CH:17][CH:16]=1.C([O-])([O-])=O.[K+].[K+]. The catalyst is CC#N. The product is [CH3:26][C:24]1([CH3:27])[C:23]([CH3:28])([CH3:29])[O:22][B:21]([C:18]2[CH:17]=[CH:16][C:15]([CH2:14][S:1][C:5]3[O:12][C:7]4[CH:8]=[CH:9][CH:10]=[CH:11][C:6]=4[CH:4]=3)=[CH:20][CH:19]=2)[O:25]1. The yield is 0.400.